Dataset: Reaction yield outcomes from USPTO patents with 853,638 reactions. Task: Predict the reaction yield, written as a fraction of the theoretical maximum amount of product (1.0 means a 100% yield; for example, 0.34 means a 34% yield). (1) The catalyst is CN(C)C=O.O. The product is [CH2:26]([O:21][C:13]1[CH:12]=[C:11]([NH:10][CH:9]=[C:5]2[C:4](=[O:22])[O:3][C:2]([CH3:23])([CH3:1])[O:7][C:6]2=[O:8])[CH:20]=[CH:19][C:14]=1[C:15]([O:17][CH3:18])=[O:16])[C:27]1[CH:32]=[CH:31][CH:30]=[CH:29][CH:28]=1. The yield is 0.865. The reactants are [CH3:1][C:2]1([CH3:23])[O:7][C:6](=[O:8])[C:5](=[CH:9][NH:10][C:11]2[CH:20]=[CH:19][C:14]([C:15]([O:17][CH3:18])=[O:16])=[C:13]([OH:21])[CH:12]=2)[C:4](=[O:22])[O:3]1.[H-].[Na+].[CH2:26](Br)[C:27]1[CH:32]=[CH:31][CH:30]=[CH:29][CH:28]=1. (2) The reactants are NCCN(CC)CCOC1C(F)=NC=CC=1.IC1C=CC2N(C=C(C(OCC)=O)N=2)C=1.[CH2:32]([N:34]([CH2:45][CH2:46][NH:47][C:48]([C:50]1[CH:59]=[N:58][C:57]2[C:52](=[CH:53][CH:54]=[C:55]([I:60])C=2)[N:51]=1)=[O:49])[CH2:35][CH2:36][O:37][C:38]1[C:39]([F:44])=[N:40][CH:41]=[CH:42][CH:43]=1)[CH3:33]. No catalyst specified. The product is [CH2:32]([N:34]([CH2:45][CH2:46][NH:47][C:48]([C:50]1[N:51]=[C:52]2[CH:53]=[CH:54][C:55]([I:60])=[CH:57][N:58]2[CH:59]=1)=[O:49])[CH2:35][CH2:36][O:37][C:38]1[C:39]([F:44])=[N:40][CH:41]=[CH:42][CH:43]=1)[CH3:33]. The yield is 0.580.